Dataset: Full USPTO retrosynthesis dataset with 1.9M reactions from patents (1976-2016). Task: Predict the reactants needed to synthesize the given product. (1) Given the product [NH2:1][C@@:2]([C:8]1[CH:13]=[C:12]([Br:14])[CH:11]=[CH:10][C:9]=1[F:15])([CH3:7])[CH2:3][OH:4], predict the reactants needed to synthesize it. The reactants are: [NH2:1][C@@:2]([C:8]1[CH:13]=[C:12]([Br:14])[CH:11]=[CH:10][C:9]=1[F:15])([CH3:7])[C:3](OC)=[O:4].[H-].[Al+3].[Li+].[H-].[H-].[H-].O.[OH-].[Na+].[O-]S([O-])(=O)=O.[Na+].[Na+]. (2) Given the product [CH2:1]([O:3][C:4]([C:6]1[C:7]([CH3:18])=[C:8]2[C:13]([NH:19][C:20]3[CH:42]=[CH:41][C:23]([O:24][C:25]4[CH:40]=[CH:39][CH:38]=[CH:37][C:26]=4[O:27][C:28]([C:29](=[O:30])[NH:31][CH2:32][CH2:33][OH:34])([CH3:35])[CH3:36])=[CH:22][CH:21]=3)=[C:12]([C:15]#[N:16])[CH:11]=[N:10][N:9]2[CH:17]=1)=[O:5])[CH3:2], predict the reactants needed to synthesize it. The reactants are: [CH2:1]([O:3][C:4]([C:6]1[C:7]([CH3:18])=[C:8]2[C:13](Cl)=[C:12]([C:15]#[N:16])[CH:11]=[N:10][N:9]2[CH:17]=1)=[O:5])[CH3:2].[NH2:19][C:20]1[CH:42]=[CH:41][C:23]([O:24][C:25]2[CH:40]=[CH:39][CH:38]=[CH:37][C:26]=2[O:27][C:28]([CH3:36])([CH3:35])[C:29]([NH:31][CH2:32][CH2:33][OH:34])=[O:30])=[CH:22][CH:21]=1.COC(C1C(C)=C2C(NC3C=CC(OC4C=CC=CC=4OC(C(OC(C)(C)C)=O)(C)C)=CC=3)=C(C#N)C=NN2C=1)=O. (3) Given the product [Si:1]([O:18][CH2:19][CH2:20][CH:21]([C:30]1[C:31]([I:44])=[C:32]([CH:33]2[CH2:36][CH:35]([CH2:37][CH:38]([CH3:39])[CH3:40])[CH2:34]2)[O:42][N:41]=1)[CH2:22][C:23]([O:25][C:26]([CH3:28])([CH3:27])[CH3:29])=[O:24])([C:14]([CH3:15])([CH3:17])[CH3:16])([C:8]1[CH:13]=[CH:12][CH:11]=[CH:10][CH:9]=1)[C:2]1[CH:7]=[CH:6][CH:5]=[CH:4][CH:3]=1, predict the reactants needed to synthesize it. The reactants are: [Si:1]([O:18][CH2:19][CH2:20][CH:21]([C:30](=[N:41][O:42]C)[C:31]#[C:32][CH:33]1[CH2:36][CH:35]([CH2:37][CH:38]([CH3:40])[CH3:39])[CH2:34]1)[CH2:22][C:23]([O:25][C:26]([CH3:29])([CH3:28])[CH3:27])=[O:24])([C:14]([CH3:17])([CH3:16])[CH3:15])([C:8]1[CH:13]=[CH:12][CH:11]=[CH:10][CH:9]=1)[C:2]1[CH:7]=[CH:6][CH:5]=[CH:4][CH:3]=1.[I:44]I.S([O-])([O-])(=O)=S.[Na+].[Na+]. (4) Given the product [CH3:14][N:15]1[C:8]([C:5]2[CH:6]=[CH:7][C:2]([CH3:1])=[CH:3][CH:4]=2)=[CH:9][C:10]([CH3:11])=[N:16]1, predict the reactants needed to synthesize it. The reactants are: [CH3:1][C:2]1[CH:7]=[CH:6][C:5]([C:8](=O)[CH2:9][C:10](=O)[CH3:11])=[CH:4][CH:3]=1.[CH3:14][NH:15][NH2:16]. (5) The reactants are: [F:1][C:2]1[CH:3]=[CH:4][C:5]([O:22][CH3:23])=[C:6]2[C:10]=1[NH:9][N:8]=[C:7]2[N:11]1C(=O)C2C(=CC=CC=2)C1=O.O.NN. Given the product [F:1][C:2]1[CH:3]=[CH:4][C:5]([O:22][CH3:23])=[C:6]2[C:10]=1[NH:9][N:8]=[C:7]2[NH2:11], predict the reactants needed to synthesize it.